This data is from Reaction yield outcomes from USPTO patents with 853,638 reactions. The task is: Predict the reaction yield, written as a fraction of the theoretical maximum amount of product (1.0 means a 100% yield; for example, 0.34 means a 34% yield). (1) The reactants are C([Li])CCC.C(NC(C)C)(C)C.[Cl:13][C:14]1[CH:19]=[CH:18][CH:17]=[C:16]([F:20])[C:15]=1[CH:21]([F:23])[CH3:22].C(O[B:28]1[O:32][C:31]([CH3:34])([CH3:33])[C:30]([CH3:36])([CH3:35])[O:29]1)(C)C. The catalyst is O1CCCC1.C1COCC1.C1COCC1.Cl. The product is [Cl:13][C:14]1[CH:19]=[CH:18][C:17]([B:28]2[O:32][C:31]([CH3:34])([CH3:33])[C:30]([CH3:36])([CH3:35])[O:29]2)=[C:16]([F:20])[C:15]=1[CH:21]([F:23])[CH3:22]. The yield is 0.940. (2) The yield is 0.460. The catalyst is ClCCl.CN(C=O)C.O. The product is [Br:1][C:2]1[C:10]2[O:9][CH2:8][C:7]([CH3:11])([CH3:12])[C:6]=2[CH:5]=[C:4]([C:13]2[O:15][CH:29]=[CH:30][N:26]=2)[CH:3]=1. The reactants are [Br:1][C:2]1[C:10]2[O:9][CH2:8][C:7]([CH3:12])([CH3:11])[C:6]=2[CH:5]=[C:4]([C:13]([OH:15])=O)[CH:3]=1.S(Cl)(Cl)=O.C(=O)([O-])[O-].[K+].[K+].[NH:26]1[CH:30]=[CH:29]N=N1. (3) The reactants are [C:1]1(/[CH:7]=[CH:8]/[C:9]2[C:17]3[C:12](=[CH:13][CH:14]=[C:15]([C:18]#[N:19])[CH:16]=3)[N:11]([CH:20]3[CH2:25][CH2:24][CH2:23][CH2:22][O:21]3)[N:10]=2)[CH:6]=[CH:5][CH:4]=[CH:3][CH:2]=1. The catalyst is C(OCC)(=O)C. The product is [O:21]1[CH2:22][CH2:23][CH2:24][CH2:25][CH:20]1[N:11]1[C:12]2[C:17](=[CH:16][C:15]([C:18]#[N:19])=[CH:14][CH:13]=2)[C:9]([CH2:8][CH2:7][C:1]2[CH:2]=[CH:3][CH:4]=[CH:5][CH:6]=2)=[N:10]1. The yield is 0.840. (4) The reactants are CN([CH:4]=[O:5])C.O=P(Cl)(Cl)Cl.[CH2:11]([N:18]1[CH:22]=[C:21]([CH3:23])[C:20]([C:24]2[CH:29]=[CH:28][C:27]([Cl:30])=[CH:26][CH:25]=2)=[C:19]1[C:31]([N:33]1[CH2:38][CH2:37][O:36][CH2:35][CH2:34]1)=[O:32])[C:12]1[CH:17]=[CH:16][CH:15]=[CH:14][CH:13]=1.C1C=NC2N(O)N=NC=2C=1. The catalyst is C(Cl)Cl. The product is [CH2:11]([N:18]1[C:19]([C:31]([N:33]2[CH2:34][CH2:35][O:36][CH2:37][CH2:38]2)=[O:32])=[C:20]([C:24]2[CH:25]=[CH:26][C:27]([Cl:30])=[CH:28][CH:29]=2)[C:21]([CH3:23])=[C:22]1[CH:4]=[O:5])[C:12]1[CH:13]=[CH:14][CH:15]=[CH:16][CH:17]=1. The yield is 0.790. (5) The reactants are Br[C:2]1[CH:3]=[C:4]([C:8]2[CH:13]=[CH:12][CH:11]=[CH:10][CH:9]=2)[CH:5]=[CH:6][CH:7]=1.[O:14]1CCC[CH2:15]1.C([Li])CCC.CN(C)C=O. The catalyst is O. The product is [C:8]1([C:4]2[CH:3]=[C:2]([CH:7]=[CH:6][CH:5]=2)[CH:15]=[O:14])[CH:9]=[CH:10][CH:11]=[CH:12][CH:13]=1. The yield is 0.790. (6) The catalyst is C(O)C. The reactants are O=C1C2C(=CC=CC=2)C(=O)[N:3]1[C@H:12]([C:33]1[CH:38]=[CH:37][CH:36]=[CH:35][CH:34]=1)[CH2:13][CH2:14][N:15]1[CH2:20][CH2:19][CH:18]([C:21]2[CH:22]=[C:23]([NH:27][C:28](=[O:32])[CH:29]([CH3:31])[CH3:30])[CH:24]=[CH:25][CH:26]=2)[CH2:17][CH2:16]1.NN. The product is [NH2:3][C@H:12]([C:33]1[CH:34]=[CH:35][CH:36]=[CH:37][CH:38]=1)[CH2:13][CH2:14][N:15]1[CH2:20][CH2:19][CH:18]([C:21]2[CH:22]=[C:23]([NH:27][C:28](=[O:32])[CH:29]([CH3:31])[CH3:30])[CH:24]=[CH:25][CH:26]=2)[CH2:17][CH2:16]1. The yield is 0.950.